From a dataset of Full USPTO retrosynthesis dataset with 1.9M reactions from patents (1976-2016). Predict the reactants needed to synthesize the given product. (1) The reactants are: [CH3:1][C:2]1[N:3]([C:8]2[CH:12]=[CH:11][N:10]([CH3:13])[N:9]=2)[C:4]([CH3:7])=[CH:5][CH:6]=1.[Li][CH2:15]CCC.CCCCCC.C([O:27][C:28](=O)[C:29]([F:32])([F:31])[F:30])C. Given the product [CH3:7][C:4]1[N:3]([C:8]2[CH:12]=[C:11]([C:28]([OH:27])([CH3:15])[C:29]([F:32])([F:31])[F:30])[N:10]([CH3:13])[N:9]=2)[C:2]([CH3:1])=[CH:6][CH:5]=1, predict the reactants needed to synthesize it. (2) Given the product [Cl:36][C:14]1[N:13]=[C:12]([NH:11][CH2:5][C:4]2[CH:3]=[C:8]([CH3:7])[O:9][C:10]=2[CH3:1])[C:17]([F:18])=[CH:16][N:15]=1, predict the reactants needed to synthesize it. The reactants are: [CH2:1]1[CH2:10][O:9][C:8]2[CH:7]=C[C:5]([NH:11][C:12]3[C:17]([F:18])=[CH:16][N:15]=[C:14](NC4C=CC=C(O)C=4)[N:13]=3)=[CH:4][C:3]=2O1.CC1OC(C)=CC=1CN.[Cl:36]C1N=C(Cl)C(F)=CN=1. (3) Given the product [Br:12][C:13]1[CH:18]=[CH:17][C:16]([C:10]2[C:3]3[C:2]([Cl:1])=[N:7][CH:6]=[N:5][C:4]=3[S:8][CH:9]=2)=[C:15]([CH3:28])[C:14]=1[Cl:29], predict the reactants needed to synthesize it. The reactants are: [Cl:1][C:2]1[C:3]2[C:10](I)=[CH:9][S:8][C:4]=2[N:5]=[CH:6][N:7]=1.[Br:12][C:13]1[CH:18]=[CH:17][C:16](B2OC(C)(C)C(C)(C)O2)=[C:15]([CH3:28])[C:14]=1[Cl:29].C([O-])([O-])=O.[Cs+].[Cs+].